Dataset: Forward reaction prediction with 1.9M reactions from USPTO patents (1976-2016). Task: Predict the product of the given reaction. (1) Given the reactants [C:1]([OH:6])(=O)[CH2:2][CH2:3][CH3:4].C(N(C(C)C)C(C)C)C.[CH2:16]([NH2:19])[C:17]#[CH:18].C(OCC)C, predict the reaction product. The product is: [CH2:16]([NH:19][C:1](=[O:6])[CH2:2][CH2:3][CH3:4])[C:17]#[CH:18]. (2) The product is: [O:11]=[C:7]1[C:8]2[C:4](=[CH:3][C:2]([NH:1][C:12](=[O:16])[O:13][CH2:14][CH3:15])=[CH:10][CH:9]=2)[CH2:5][CH2:6]1. Given the reactants [NH2:1][C:2]1[CH:3]=[C:4]2[C:8](=[CH:9][CH:10]=1)[C:7](=[O:11])[CH2:6][CH2:5]2.[C:12](O[C:12]([O:13][CH2:14][CH3:15])=[O:16])(=[O:16])[O:13][CH2:14][CH3:15], predict the reaction product.